This data is from Experimental lipophilicity measurements (octanol/water distribution) for 4,200 compounds from AstraZeneca. The task is: Regression/Classification. Given a drug SMILES string, predict its absorption, distribution, metabolism, or excretion properties. Task type varies by dataset: regression for continuous measurements (e.g., permeability, clearance, half-life) or binary classification for categorical outcomes (e.g., BBB penetration, CYP inhibition). For this dataset (lipophilicity_astrazeneca), we predict Y. The drug is Cn1c(-c2ccc(O)nc2)nc2ccccc21. The Y is 1.20 logD.